This data is from Reaction yield outcomes from USPTO patents with 853,638 reactions. The task is: Predict the reaction yield, written as a fraction of the theoretical maximum amount of product (1.0 means a 100% yield; for example, 0.34 means a 34% yield). (1) The reactants are [NH:1]1[C:9]2[C:4](=[CH:5][CH:6]=[CH:7][CH:8]=2)[C:3]([C:10]([O:12][CH3:13])=[O:11])=[CH:2]1.C1N2CCN(CC2)C1.ClN1C(=O)CCC1=O.[CH2:30]([OH:34])[CH2:31][CH2:32][OH:33].CS(O)(=O)=O. The catalyst is C(Cl)(Cl)Cl.ClCCl. The product is [OH:33][CH2:32][CH2:31][CH2:30][O:34][C:2]1[NH:1][C:9]2[C:4]([C:3]=1[C:10]([O:12][CH3:13])=[O:11])=[CH:5][CH:6]=[CH:7][CH:8]=2. The yield is 0.450. (2) The reactants are CC[N:3]([CH:7]([CH3:9])[CH3:8])C(C)C.BrCC(C1[CH:19]=[CH:18][C:17]([Br:20])=[CH:16][CH:15]=1)=O.[C:21]([O:25][C:26]([N:28]1[C@H:33]([C:34](O)=O)[CH2:32][C@@H:31]2[C@H:29]1[CH2:30]2)=[O:27])([CH3:24])([CH3:23])[CH3:22].C([O-])(=O)C.[NH4+:41]. The catalyst is CC#N. The product is [Br:20][C:17]1[CH:18]=[CH:19][C:9]([C:7]2[NH:3][C:34]([C@@H:33]3[CH2:32][C@@H:31]4[C@@H:29]([CH2:30]4)[N:28]3[C:26]([O:25][C:21]([CH3:24])([CH3:23])[CH3:22])=[O:27])=[N:41][CH:8]=2)=[CH:15][CH:16]=1. The yield is 0.888.